Task: Predict which catalyst facilitates the given reaction.. Dataset: Catalyst prediction with 721,799 reactions and 888 catalyst types from USPTO (1) Reactant: [N+:1]([C:4]1[CH:12]=[CH:11][C:7]2=[N:8][S:9][CH:10]=[C:6]2[CH:5]=1)([O-])=O.Cl. Product: [N:8]1[S:9][CH:10]=[C:6]2[CH:5]=[C:4]([NH2:1])[CH:12]=[CH:11][C:7]=12. The catalyst class is: 190. (2) Reactant: [Br:1][C:2]1[C:7]([OH:8])=[CH:6][CH:5]=[CH:4][C:3]=1[OH:9].[C:10](OC(=O)C)(=[O:12])[CH3:11]. Product: [C:10]([O:9][C:3]1[CH:4]=[CH:5][CH:6]=[C:7]([OH:8])[C:2]=1[Br:1])(=[O:12])[CH3:11]. The catalyst class is: 4. (3) Product: [N+:1]([C:4]1[CH:12]=[CH:11][CH:10]=[C:9]2[C:5]=1[CH2:6][N:7]([C:13](=[O:16])[CH:14]=[CH2:15])[CH2:8]2)([O-:3])=[O:2]. Reactant: [N+:1]([C:4]1[CH:12]=[CH:11][CH:10]=[C:9]2[C:5]=1[CH2:6][NH:7][CH2:8]2)([O-:3])=[O:2].[C:13](Cl)(=[O:16])[CH:14]=[CH2:15].C([O-])(O)=O.[Na+]. The catalyst class is: 2.